Dataset: Reaction yield outcomes from USPTO patents with 853,638 reactions. Task: Predict the reaction yield, written as a fraction of the theoretical maximum amount of product (1.0 means a 100% yield; for example, 0.34 means a 34% yield). (1) The reactants are [CH3:1][O:2][C:3]([C:5]1[CH:6]=[C:7]([Cl:24])[CH:8]=[C:9]2[C:14]=1[NH:13][CH:12]([C:15]1[CH:20]=[CH:19][CH:18]=[C:17](Br)[CH:16]=1)[C:11]([CH3:23])([CH3:22])[CH2:10]2)=[O:4].C(=O)([O-])[O-].[Cs+].[Cs+].CC1(C)C2C(=C(P(C3C=CC=CC=3)C3C=CC=CC=3)C=CC=2)OC2C(P(C3C=CC=CC=3)C3C=CC=CC=3)=CC=CC1=2.Cl.[Cl:74][C:75]1[CH:80]=[CH:79][C:78]([N:81]2[CH2:86][CH2:85][NH:84][CH2:83][CH2:82]2)=[CH:77][CH:76]=1. The catalyst is C1(C)C=CC=CC=1.C([O-])(=O)C.[Pd+2].C([O-])(=O)C. The product is [CH3:1][O:2][C:3]([C:5]1[CH:6]=[C:7]([Cl:24])[CH:8]=[C:9]2[C:14]=1[NH:13][CH:12]([C:15]1[CH:20]=[CH:19][CH:18]=[C:17]([N:84]3[CH2:83][CH2:82][N:81]([C:78]4[CH:77]=[CH:76][C:75]([Cl:74])=[CH:80][CH:79]=4)[CH2:86][CH2:85]3)[CH:16]=1)[C:11]([CH3:23])([CH3:22])[CH2:10]2)=[O:4]. The yield is 0.250. (2) The product is [C:17]([O:21][C:22]([N:24]1[CH2:29][CH2:28][CH:27]([NH:30][C:10]2[C:9]3[C:4](=[CH:5][C:6]([O:15][CH3:16])=[C:7]([O:13][CH3:14])[CH:8]=3)[N:3]=[C:2]([Cl:1])[N:11]=2)[CH2:26][CH2:25]1)=[O:23])([CH3:20])([CH3:18])[CH3:19]. The catalyst is C1COCC1. The reactants are [Cl:1][C:2]1[N:11]=[C:10](Cl)[C:9]2[C:4](=[CH:5][C:6]([O:15][CH3:16])=[C:7]([O:13][CH3:14])[CH:8]=2)[N:3]=1.[C:17]([O:21][C:22]([N:24]1[CH2:29][CH2:28][CH:27]([NH2:30])[CH2:26][CH2:25]1)=[O:23])([CH3:20])([CH3:19])[CH3:18].N12CCCN=C1CCCCC2. The yield is 0.220. (3) The reactants are [NH:1]1[CH2:4][CH:3]([C:5]2[C:6]([O:25][CH3:26])=[C:7]([CH:13]([NH:15][C:16]3[N:24]=[CH:23][N:22]=[C:21]4[C:17]=3[N:18]=[CH:19][NH:20]4)[CH3:14])[CH:8]=[C:9]([Cl:12])[C:10]=2[Cl:11])[CH2:2]1.CCN(C(C)C)C(C)C.[C:36](Cl)(=[O:38])[CH3:37].[OH-].[Na+]. The catalyst is C(#N)C.CO. The product is [C:36]([N:1]1[CH2:2][CH:3]([C:5]2[C:6]([O:25][CH3:26])=[C:7]([CH:13]([NH:15][C:16]3[N:24]=[CH:23][N:22]=[C:21]4[C:17]=3[N:18]=[CH:19][NH:20]4)[CH3:14])[CH:8]=[C:9]([Cl:12])[C:10]=2[Cl:11])[CH2:4]1)(=[O:38])[CH3:37]. The yield is 0.230. (4) The reactants are [NH2:1][C:2]1[C:7]2[C:8](=[O:20])[N:9]([C:13]3[CH:18]=[CH:17][C:16](Br)=[CH:15][CH:14]=3)[CH2:10][CH2:11][O:12][C:6]=2[N:5]=[CH:4][N:3]=1.[Si:21]([O:28][C@H:29]1[CH2:33][CH2:32][N:31]([CH2:34][C:35]2[CH:40]=[CH:39][C:38](B3OC(C)(C)C(C)(C)O3)=[C:37]([Cl:50])[CH:36]=2)[C:30]1=[O:51])([C:24]([CH3:27])([CH3:26])[CH3:25])([CH3:23])[CH3:22].P([O-])([O-])([O-])=O.[K+].[K+].[K+].CO. The catalyst is COCCOC.Cl[Pd]Cl.C1(P(C2C=CC=CC=2)[C-]2C=CC=C2)C=CC=CC=1.[C-]1(P(C2C=CC=CC=2)C2C=CC=CC=2)C=CC=C1.[Fe+2].O. The product is [NH2:1][C:2]1[C:7]2[C:8](=[O:20])[N:9]([C:13]3[CH:18]=[CH:17][C:16]([C:38]4[CH:39]=[CH:40][C:35]([CH2:34][N:31]5[CH2:32][CH2:33][C@H:29]([O:28][Si:21]([C:24]([CH3:25])([CH3:26])[CH3:27])([CH3:23])[CH3:22])[C:30]5=[O:51])=[CH:36][C:37]=4[Cl:50])=[CH:15][CH:14]=3)[CH2:10][CH2:11][O:12][C:6]=2[N:5]=[CH:4][N:3]=1. The yield is 0.395. (5) The reactants are [Cl:1][C:2]1[CH:38]=[CH:37][C:5]([O:6][CH2:7][C:8]([N:10]2[CH2:15][CH2:14][N:13]([C:16]3[C:17]4[CH:29]=[C:28]([C:30]5[CH:35]=[CH:34][C:33]([F:36])=[CH:32][CH:31]=5)[S:27][C:18]=4[N:19]=[C:20]([C:22]([O:24]CC)=O)[N:21]=3)[CH2:12][CH2:11]2)=[O:9])=[CH:4][CH:3]=1.[NH3:39]. The catalyst is CO. The product is [Cl:1][C:2]1[CH:3]=[CH:4][C:5]([O:6][CH2:7][C:8]([N:10]2[CH2:15][CH2:14][N:13]([C:16]3[C:17]4[CH:29]=[C:28]([C:30]5[CH:35]=[CH:34][C:33]([F:36])=[CH:32][CH:31]=5)[S:27][C:18]=4[N:19]=[C:20]([C:22]([NH2:39])=[O:24])[N:21]=3)[CH2:12][CH2:11]2)=[O:9])=[CH:37][CH:38]=1. The yield is 0.660. (6) The reactants are [F:1][C:2]1[CH:28]=[CH:27][CH:26]=[C:25]([F:29])[C:3]=1[O:4][C:5]1[CH:6]=[N:7][N:8]([CH:12]([CH2:16][C:17]2[C:22]([F:23])=[CH:21][CH:20]=[CH:19][C:18]=2[F:24])[C:13]([OH:15])=O)[C:9](=[O:11])[CH:10]=1.[NH2:30][C:31]1[CH:35]=[CH:34][N:33]([CH2:36][C:37]([CH3:40])([OH:39])[CH3:38])[N:32]=1. No catalyst specified. The product is [F:1][C:2]1[CH:28]=[CH:27][CH:26]=[C:25]([F:29])[C:3]=1[O:4][C:5]1[CH:6]=[N:7][N:8]([CH:12]([CH2:16][C:17]2[C:22]([F:23])=[CH:21][CH:20]=[CH:19][C:18]=2[F:24])[C:13]([NH:30][C:31]2[CH:35]=[CH:34][N:33]([CH2:36][C:37]([OH:39])([CH3:38])[CH3:40])[N:32]=2)=[O:15])[C:9](=[O:11])[CH:10]=1. The yield is 0.650. (7) The reactants are Br[C:2]1[CH:3]=[CH:4][N:5]=[C:6]2[C:11]=1[N:10]=[C:9]([O:12][CH3:13])[CH:8]=[CH:7]2.[CH2:14]([OH:19])[CH2:15][CH2:16][C:17]#[CH:18]. No catalyst specified. The product is [CH3:13][O:12][C:9]1[N:10]=[C:11]2[C:6](=[CH:7][CH:8]=1)[N:5]=[CH:4][CH:3]=[C:2]2[CH2:18][CH2:17][CH2:16][CH2:15][CH:14]=[O:19]. The yield is 0.500. (8) The reactants are Cl[C:2]1[CH:3]=[CH:4][C:5]2[N:6]=[CH:7][N:8]=[C:9]([O:12][CH:13]3[CH2:18][CH2:17][N:16]([C:19]([O:21][C:22]([CH3:25])([CH3:24])[CH3:23])=[O:20])[CH2:15][CH2:14]3)[C:10]=2[N:11]=1.CC1(C)C(C)(C)OB([C:34]2[CH:35]=[C:36]([NH:40][S:41]([C:44]3[CH:49]=[CH:48][CH:47]=[CH:46][CH:45]=3)(=[O:43])=[O:42])[CH:37]=[N:38][CH:39]=2)O1.C(=O)(O)[O-].[Na+]. The catalyst is O1CCOCC1. The product is [C:44]1([S:41]([NH:40][C:36]2[CH:35]=[C:34]([C:2]3[CH:3]=[CH:4][C:5]4[N:6]=[CH:7][N:8]=[C:9]([O:12][CH:13]5[CH2:18][CH2:17][N:16]([C:19]([O:21][C:22]([CH3:25])([CH3:24])[CH3:23])=[O:20])[CH2:15][CH2:14]5)[C:10]=4[N:11]=3)[CH:39]=[N:38][CH:37]=2)(=[O:43])=[O:42])[CH:49]=[CH:48][CH:47]=[CH:46][CH:45]=1. The yield is 0.320. (9) The reactants are [I:1][C:2]1[CH:3]=[C:4]2[C:8](=[CH:9][CH:10]=1)[NH:7][C:6](=[O:11])[C:5]2=O.C(O)(C(F)(F)F)=O.[CH3:20][O:21][C:22](=[O:52])[CH2:23][CH2:24][C:25]1[CH:30]=[CH:29][C:28]([S:31]([NH:34][C:35]2[CH:51]=[CH:50][C:38]([C:39]([NH:41][NH:42]C(OC(C)(C)C)=O)=[O:40])=[CH:37][CH:36]=2)(=[O:33])=[O:32])=[CH:27][CH:26]=1. The catalyst is C(O)(=O)C. The product is [I:1][C:2]1[CH:3]=[C:4]2[C:8](=[CH:9][CH:10]=1)[NH:7][C:6](=[O:11])[C:5]2=[N:42][NH:41][C:39]([C:38]1[CH:37]=[CH:36][C:35]([NH:34][S:31]([C:28]2[CH:29]=[CH:30][C:25]([CH2:24][CH2:23][C:22]([O:21][CH3:20])=[O:52])=[CH:26][CH:27]=2)(=[O:33])=[O:32])=[CH:51][CH:50]=1)=[O:40]. The yield is 0.870.